From a dataset of Forward reaction prediction with 1.9M reactions from USPTO patents (1976-2016). Predict the product of the given reaction. (1) Given the reactants [CH3:1][C:2]1[O:3][C:4]2[CH:10]=[C:9]([NH:11][C:12](=[O:19])OCC(Cl)(Cl)Cl)[CH:8]=[CH:7][C:5]=2[N:6]=1.[C:20]1([C:26]2[N:27]=[C:28]([N:31]3[CH2:36][CH2:35][NH:34][CH2:33][CH2:32]3)[S:29][CH:30]=2)[CH:25]=[CH:24][CH:23]=[CH:22][CH:21]=1.C(N(C(C)C)CC)(C)C.CS(C)=O, predict the reaction product. The product is: [CH3:1][C:2]1[O:3][C:4]2[CH:10]=[C:9]([NH:11][C:12]([N:34]3[CH2:35][CH2:36][N:31]([C:28]4[S:29][CH:30]=[C:26]([C:20]5[CH:25]=[CH:24][CH:23]=[CH:22][CH:21]=5)[N:27]=4)[CH2:32][CH2:33]3)=[O:19])[CH:8]=[CH:7][C:5]=2[N:6]=1. (2) Given the reactants [CH3:1][N:2]1[C:6]([CH3:7])=[C:5]([C:8]([OH:10])=O)[CH:4]=[N:3]1.O1CCCC1.C(Cl)(=O)C(Cl)=O.[NH2:22][C:23]1[CH:24]=[C:25]([CH:42]=[CH:43][C:44]=1[F:45])[O:26][C:27]1[CH:28]=[CH:29][C:30]2[N:31]([CH:33]=[C:34]([NH:36][C:37]([CH:39]3[CH2:41][CH2:40]3)=[O:38])[N:35]=2)[N:32]=1, predict the reaction product. The product is: [CH:39]1([C:37]([NH:36][C:34]2[N:35]=[C:30]3[CH:29]=[CH:28][C:27]([O:26][C:25]4[CH:42]=[CH:43][C:44]([F:45])=[C:23]([NH:22][C:8]([C:5]5[CH:4]=[N:3][N:2]([CH3:1])[C:6]=5[CH3:7])=[O:10])[CH:24]=4)=[N:32][N:31]3[CH:33]=2)=[O:38])[CH2:40][CH2:41]1. (3) Given the reactants [NH2:1][C:2](=[N:21][OH:22])[C:3]1[CH:4]=[CH:5][C:6]([F:20])=[C:7]([CH:19]=1)[CH2:8][N:9]([CH3:18])[CH2:10][C:11]([O:13][C:14]([CH3:17])([CH3:16])[CH3:15])=[O:12].[CH3:23][O:24][CH2:25][C:26]1[CH:31]=[C:30]([C:32](O)=O)[CH:29]=[CH:28][C:27]=1[C:35]1[CH:40]=[CH:39][CH:38]=[CH:37][C:36]=1[CH3:41], predict the reaction product. The product is: [F:20][C:6]1[CH:5]=[CH:4][C:3]([C:2]2[N:1]=[C:32]([C:30]3[CH:29]=[CH:28][C:27]([C:35]4[CH:40]=[CH:39][CH:38]=[CH:37][C:36]=4[CH3:41])=[C:26]([CH2:25][O:24][CH3:23])[CH:31]=3)[O:22][N:21]=2)=[CH:19][C:7]=1[CH2:8][N:9]([CH3:18])[CH2:10][C:11]([O:13][C:14]([CH3:17])([CH3:16])[CH3:15])=[O:12].